Dataset: Forward reaction prediction with 1.9M reactions from USPTO patents (1976-2016). Task: Predict the product of the given reaction. (1) Given the reactants [F:1][C:2]1[CH:3]=[C:4]2[C:8](=[CH:9][CH:10]=1)[NH:7][C:6]([CH3:11])=[CH:5]2.[CH2:12]([O:19][C:20]1[CH:25]=[CH:24][C:23](I)=[CH:22][CH:21]=1)[C:13]1[CH:18]=[CH:17][CH:16]=[CH:15][CH:14]=1, predict the reaction product. The product is: [F:1][C:2]1[CH:3]=[C:4]2[C:8](=[CH:9][CH:10]=1)[N:7]([C:23]1[CH:24]=[CH:25][C:20]([O:19][CH2:12][C:13]3[CH:18]=[CH:17][CH:16]=[CH:15][CH:14]=3)=[CH:21][CH:22]=1)[C:6]([CH3:11])=[CH:5]2. (2) Given the reactants [OH:1][C:2]1[CH:7]=[C:6]([O:8][CH3:9])[CH:5]=[CH:4][C:3]=1[C:10]([C:12]1[CH:17]=[CH:16][C:15]([O:18][CH2:19][C:20]2[N:21]=[C:22]([C:26]3[CH:31]=[CH:30][CH:29]=[CH:28][CH:27]=3)[O:23][C:24]=2[CH3:25])=[CH:14][CH:13]=1)=[O:11].Br[CH:33]([CH3:41])[C:34]([O:36]C(C)(C)C)=[O:35].C(=O)([O-])[O-].[K+].[K+].S([O-])([O-])(=O)=O.[Mg+2], predict the reaction product. The product is: [CH3:9][O:8][C:6]1[CH:5]=[CH:4][C:3]([C:10](=[O:11])[C:12]2[CH:13]=[CH:14][C:15]([O:18][CH2:19][C:20]3[N:21]=[C:22]([C:26]4[CH:27]=[CH:28][CH:29]=[CH:30][CH:31]=4)[O:23][C:24]=3[CH3:25])=[CH:16][CH:17]=2)=[C:2]([CH:7]=1)[O:1][CH:33]([CH3:41])[C:34]([OH:36])=[O:35]. (3) Given the reactants [C:1]([C:3]1[CH:4]=[CH:5][C:6]2[O:11][CH:10]([C:12]([O:14][CH3:15])=[O:13])[CH2:9][NH:8][C:7]=2[CH:16]=1)#[N:2].C([O-])([O-])=O.[K+].[K+].Cl[C:24]([O:26][CH2:27][CH3:28])=[O:25], predict the reaction product. The product is: [C:1]([C:3]1[CH:4]=[CH:5][C:6]2[O:11][CH:10]([C:12]([O:14][CH3:15])=[O:13])[CH2:9][N:8]([C:24]([O:26][CH2:27][CH3:28])=[O:25])[C:7]=2[CH:16]=1)#[N:2].